Dataset: Reaction yield outcomes from USPTO patents with 853,638 reactions. Task: Predict the reaction yield, written as a fraction of the theoretical maximum amount of product (1.0 means a 100% yield; for example, 0.34 means a 34% yield). (1) The reactants are Br[C:2]1[CH:7]=[CH:6][CH:5]=[C:4]([S:8]([CH3:11])(=[O:10])=[O:9])[CH:3]=1.[I-:12].[Na+].CN[C@@H]1CCCC[C@H]1NC. The catalyst is O1CCOCC1.[Cu](I)I. The product is [I:12][C:2]1[CH:7]=[CH:6][CH:5]=[C:4]([S:8]([CH3:11])(=[O:10])=[O:9])[CH:3]=1. The yield is 0.750. (2) The reactants are [NH2:1][CH2:2][CH2:3][N:4]1[C:8]2[CH:9]=[CH:10][C:11]([C:13]([N:15]3[CH:20]4[CH2:21][CH2:22][CH:16]3[CH2:17][CH:18]([OH:23])[CH2:19]4)=[O:14])=[CH:12][C:7]=2[N:6]=[CH:5]1.CCN(C(C)C)C(C)C.[O:33]=[S:34]1(=[O:43])[CH2:39][CH2:38][N:37]([C:40](Cl)=[O:41])[CH2:36][CH2:35]1. The catalyst is C1COCC1. The product is [OH:23][CH:18]1[CH2:19][CH:20]2[N:15]([C:13]([C:11]3[CH:10]=[CH:9][C:8]4[N:4]([CH2:3][CH2:2][NH:1][C:40]([N:37]5[CH2:38][CH2:39][S:34](=[O:43])(=[O:33])[CH2:35][CH2:36]5)=[O:41])[CH:5]=[N:6][C:7]=4[CH:12]=3)=[O:14])[CH:16]([CH2:22][CH2:21]2)[CH2:17]1. The yield is 0.0230. (3) The reactants are C([O:3][C:4](=O)[CH2:5][C:6]([C:9]1[N:10]([CH2:21][CH2:22][OH:23])[C:11]2[C:16]([CH:17]=1)=[CH:15][C:14]([N+:18]([O-:20])=[O:19])=[CH:13][CH:12]=2)([CH3:8])[CH3:7])C.CC(C[AlH]CC(C)C)C.O. The catalyst is C1COCC1. The product is [OH:23][CH2:22][CH2:21][N:10]1[C:11]2[C:16](=[CH:15][C:14]([N+:18]([O-:20])=[O:19])=[CH:13][CH:12]=2)[CH:17]=[C:9]1[C:6]([CH3:8])([CH3:7])[CH2:5][CH2:4][OH:3]. The yield is 0.490. (4) The reactants are [Cl:1][C:2]1[C:3]([F:19])=[C:4]([CH:16]=[CH:17][CH:18]=1)[CH2:5][NH:6][C:7](=[NH:15])[CH:8](OCC)OCC.S(=O)(=O)(O)O. No catalyst specified. The product is [Cl:1][C:2]1[C:3]([F:19])=[C:4]2[C:16]([CH:8]=[C:7]([NH2:15])[N:6]=[CH:5]2)=[CH:17][CH:18]=1. The yield is 0.880. (5) The product is [CH3:49][C:48]1[CH2:38][CH:37]([CH2:36][O:35][C@H:32]2[CH2:31][CH2:30][C@H:29]([N:3]3[C:2](=[O:1])[C:7]([CH2:8][C:9]4[CH:10]=[CH:11][C:12]([C:15]5[C:16]([C:21]#[N:22])=[CH:17][CH:18]=[CH:19][CH:20]=5)=[CH:13][CH:14]=4)=[C:6]([CH2:23][CH2:24][CH3:25])[N:5]4[N:26]=[CH:27][N:28]=[C:4]34)[CH2:34][CH2:33]2)[O:46][N:47]=1. The reactants are [O:1]=[C:2]1[C:7]([CH2:8][C:9]2[CH:14]=[CH:13][C:12]([C:15]3[C:16]([C:21]#[N:22])=[CH:17][CH:18]=[CH:19][CH:20]=3)=[CH:11][CH:10]=2)=[C:6]([CH2:23][CH2:24][CH3:25])[N:5]2[N:26]=[CH:27][N:28]=[C:4]2[N:3]1[CH:29]1[CH2:34][CH2:33][CH:32]([O:35][CH2:36][CH:37]=[CH2:38])[CH2:31][CH2:30]1.C(N(CC)CC)C.[OH:46][N:47]=[C:48](Cl)[CH3:49]. The catalyst is C(Cl)Cl. The yield is 0.280. (6) The reactants are [Br:1][C:2]1[CH:3]=[CH:4][C:5]([C:8]#[C:9][CH:10]([OH:12])[CH3:11])=[N:6][CH:7]=1.[H][H]. The catalyst is CCOC(C)=O.[Pd].CC([O-])=O.CC([O-])=O.[Pb+2]. The product is [Br:1][C:2]1[CH:3]=[CH:4][C:5]([CH:8]=[CH:9][CH:10]([OH:12])[CH3:11])=[N:6][CH:7]=1. The yield is 0.490. (7) The reactants are Cl.[OH:2][CH:3]([CH2:31][OH:32])[CH2:4][O:5][C:6]1[CH:11]=[CH:10][C:9]([CH2:12][CH2:13][CH2:14][CH2:15][NH:16][C:17]([NH:19][C:20]([C:22]2[C:27]([NH2:28])=[N:26][C:25]([NH2:29])=[C:24]([Cl:30])[N:23]=2)=[O:21])=[NH:18])=[CH:8][CH:7]=1.CO.O.[C:36]1(C)[CH:41]=CC(S(O)(=O)=O)=C[CH:37]=1. The catalyst is CC(C)=O. The product is [CH3:37][C:36]1([CH3:41])[O:2][CH:3]([CH2:4][O:5][C:6]2[CH:7]=[CH:8][C:9]([CH2:12][CH2:13][CH2:14][CH2:15][NH:16][C:17]([NH:19][C:20]([C:22]3[C:27]([NH2:28])=[N:26][C:25]([NH2:29])=[C:24]([Cl:30])[N:23]=3)=[O:21])=[NH:18])=[CH:10][CH:11]=2)[CH2:31][O:32]1. The yield is 0.810. (8) The reactants are Br[C:2]1[C:10]2[C:5](=[N:6][CH:7]=[CH:8][CH:9]=2)[N:4]([S:11]([C:14]2[CH:20]=[CH:19][C:17]([CH3:18])=[CH:16][CH:15]=2)(=[O:13])=[O:12])[CH:3]=1.[CH:21]([C:23]1[CH:28]=[CH:27][C:26](B(O)O)=[CH:25][CH:24]=1)=[O:22].C([O-])([O-])=O.[K+].[K+].O1CCOCC1. The catalyst is C1C=CC([P]([Pd]([P](C2C=CC=CC=2)(C2C=CC=CC=2)C2C=CC=CC=2)([P](C2C=CC=CC=2)(C2C=CC=CC=2)C2C=CC=CC=2)[P](C2C=CC=CC=2)(C2C=CC=CC=2)C2C=CC=CC=2)(C2C=CC=CC=2)C2C=CC=CC=2)=CC=1.O. The product is [S:11]([N:4]1[C:5]2=[N:6][CH:7]=[CH:8][CH:9]=[C:10]2[C:2]([C:26]2[CH:27]=[CH:28][C:23]([CH:21]=[O:22])=[CH:24][CH:25]=2)=[CH:3]1)([C:14]1[CH:20]=[CH:19][C:17]([CH3:18])=[CH:16][CH:15]=1)(=[O:13])=[O:12]. The yield is 0.860. (9) The yield is 0.490. The catalyst is O1CCOCC1.C(O[Pd]OC(=O)C)(=O)C. The reactants are [CH3:1][C@@H:2]1[CH2:7][N:6]([C:8]2[O:9][C:10]3[C:15]([C:16](=[O:18])[CH:17]=2)=[CH:14][C:13]([C:19]([O:21][CH3:22])=[O:20])=[CH:12][C:11]=3[CH:23]2[CH2:27][CH2:26][CH2:25][NH:24]2)[CH2:5][CH2:4][O:3]1.CC1(C)[C:31]2[CH:32]=[CH:33][CH:34]=[C:35](P([C:30]3[CH:35]=[CH:34][CH:33]=[CH:32][CH:31]=3)[C:30]3[CH:35]=[CH:34][CH:33]=[CH:32][CH:31]=3)[C:30]=2O[C:35]2[C:30]1=[CH:31][CH:32]=[CH:33][C:34]=2P([C:30]1[CH:35]=[CH:34][CH:33]=[CH:32][CH:31]=1)[C:30]1[CH:35]=[CH:34][CH:33]=[CH:32][CH:31]=1.BrC1C=CC=CC=1.C(=O)([O-])[O-].[Cs+].[Cs+]. The product is [CH3:1][C@@H:2]1[CH2:7][N:6]([C:8]2[O:9][C:10]3[C:15]([C:16](=[O:18])[CH:17]=2)=[CH:14][C:13]([C:19]([O:21][CH3:22])=[O:20])=[CH:12][C:11]=3[CH:23]2[CH2:27][CH2:26][CH2:25][N:24]2[C:30]2[CH:35]=[CH:34][CH:33]=[CH:32][CH:31]=2)[CH2:5][CH2:4][O:3]1.